From a dataset of Full USPTO retrosynthesis dataset with 1.9M reactions from patents (1976-2016). Predict the reactants needed to synthesize the given product. (1) The reactants are: [CH3:1][C:2]1[NH:6][N:5]=[C:4]([NH:7][C:8]2[CH:13]=[C:12]([N:14]3[CH2:17][CH:16]([N:18]4[CH2:23][CH2:22][CH2:21][CH2:20][CH2:19]4)[CH2:15]3)[N:11]=[C:10]([CH:24]=[CH:25][C:26]3[CH:31]=[CH:30][CH:29]=[CH:28][CH:27]=3)[N:9]=2)[CH:3]=1.N1CC(N2CCCCC2)C1. Given the product [CH3:1][C:2]1[NH:6][N:5]=[C:4]([NH:7][C:8]2[CH:13]=[C:12]([N:14]3[CH2:15][CH:16]([N:18]4[CH2:23][CH2:22][CH2:21][CH2:20][CH2:19]4)[CH2:17]3)[N:11]=[C:10](/[CH:24]=[CH:25]/[C:26]3[CH:27]=[CH:28][CH:29]=[CH:30][CH:31]=3)[N:9]=2)[CH:3]=1, predict the reactants needed to synthesize it. (2) Given the product [CH3:1][O:2][C:3]1[CH:4]=[C:5]2[C:10](=[CH:11][C:12]=1[O:13][CH3:14])[C:9]([CH2:15][CH2:16][CH3:17])=[N:8][C:7]([OH:18])=[C:6]2[CH2:22][C:23]1[CH:32]=[CH:31][C:30]2[C:25](=[CH:26][CH:27]=[CH:28][CH:29]=2)[CH:24]=1, predict the reactants needed to synthesize it. The reactants are: [CH3:1][O:2][C:3]1[CH:4]=[C:5]2[C:10](=[CH:11][C:12]=1[O:13][CH3:14])[C:9]([CH2:15][CH2:16][CH3:17])=[N:8][C:7]([OH:18])=[CH:6]2.[OH-].[K+].Br[CH2:22][C:23]1[CH:32]=[CH:31][C:30]2[C:25](=[CH:26][CH:27]=[CH:28][CH:29]=2)[CH:24]=1. (3) Given the product [CH3:1][CH:2]([O:6][C:8]1[CH:13]=[CH:12][CH:11]=[CH:10][C:9]=1[N+:14]([O-:16])=[O:15])[CH2:3][CH2:4][CH3:5].[CH3:17][CH:18]([O:22][C:23]1[CH:29]=[CH:28][CH:27]=[CH:26][C:24]=1[NH:25][C:2]([NH:30][C:31]1[S:32][CH:33]=[CH:34][N:35]=1)=[O:6])[CH2:19][CH2:20][CH3:21], predict the reactants needed to synthesize it. The reactants are: [CH3:1][CH:2]([OH:6])[CH2:3][CH2:4][CH3:5].F[C:8]1[CH:13]=[CH:12][CH:11]=[CH:10][C:9]=1[N+:14]([O-:16])=[O:15].[CH3:17][CH:18]([O:22][C:23]1[CH:29]=[CH:28][CH:27]=[CH:26][C:24]=1[NH2:25])[CH2:19][CH2:20][CH3:21].[NH2:30][C:31]1[S:32][CH:33]=[CH:34][N:35]=1. (4) The reactants are: [CH3:1][CH:2]1[CH2:7][CH2:6][N:5]([C:8]([O:10][C:11]2[C:19]3[C:14](=[CH:15][C:16]([NH2:20])=[CH:17][CH:18]=3)[NH:13][N:12]=2)=[O:9])[CH2:4][CH2:3]1.[F:21][C:22]([F:33])([F:32])[CH:23]1[CH2:28][CH2:27][N:26]([C:29](Cl)=[O:30])[CH2:25][CH2:24]1. Given the product [CH3:1][CH:2]1[CH2:7][CH2:6][N:5]([C:8]([O:10][C:11]2[C:19]3[C:14](=[CH:15][C:16]([NH2:20])=[CH:17][CH:18]=3)[N:13]([C:29]([N:26]3[CH2:25][CH2:24][CH:23]([C:22]([F:32])([F:21])[F:33])[CH2:28][CH2:27]3)=[O:30])[N:12]=2)=[O:9])[CH2:4][CH2:3]1, predict the reactants needed to synthesize it.